Dataset: Forward reaction prediction with 1.9M reactions from USPTO patents (1976-2016). Task: Predict the product of the given reaction. (1) Given the reactants O[CH2:2][C@@H:3]([NH:10][C:11]([N:13]1[CH2:18][CH:17]=[C:16]([C:19]2[C:27]3[C:22](=[N:23][CH:24]=[CH:25][CH:26]=3)[NH:21][CH:20]=2)[CH2:15][CH2:14]1)=[O:12])[C:4]1[CH:9]=[CH:8][CH:7]=[CH:6][CH:5]=1.II.C(N(CC)CC)C.C1(P(C2C=CC=CC=2)C2C=CC=CC=2)C=CC=CC=1, predict the reaction product. The product is: [C:4]1([C@H:3]2[CH2:2][O:12][C:11]([N:13]3[CH2:18][CH:17]=[C:16]([C:19]4[C:27]5[C:22](=[N:23][CH:24]=[CH:25][CH:26]=5)[NH:21][CH:20]=4)[CH2:15][CH2:14]3)=[N:10]2)[CH:5]=[CH:6][CH:7]=[CH:8][CH:9]=1. (2) Given the reactants [NH2:1][C:2]1[N:3]=[C:4](Cl)[C:5]2[C:10]([CH2:11][CH3:12])=[CH:9][N:8]([C@@H:13]3[O:19][C@H:18]([CH2:20][OH:21])[C@@H:16]([OH:17])[C@H:14]3[OH:15])[C:6]=2[N:7]=1.[OH-:23].[Na+], predict the reaction product. The product is: [NH2:1][C:2]1[NH:3][C:4](=[O:23])[C:5]2[C:10]([CH2:11][CH3:12])=[CH:9][N:8]([C@@H:13]3[O:19][C@H:18]([CH2:20][OH:21])[C@@H:16]([OH:17])[C@H:14]3[OH:15])[C:6]=2[N:7]=1. (3) Given the reactants [CH3:1][O:2][CH2:3][C@@H:4]1[CH2:8][CH2:7][CH2:6][N:5]1[CH2:9][CH2:10][NH:11]C(=O)OC(C)(C)C.Cl, predict the reaction product. The product is: [CH3:1][O:2][CH2:3][C@@H:4]1[CH2:8][CH2:7][CH2:6][N:5]1[CH2:9][CH2:10][NH2:11]. (4) Given the reactants [OH:1][CH:2]1[CH2:7][CH2:6][CH2:5][CH:4]([N:8]2[C:16](=[O:17])[C:15]3[C:10](=[CH:11][CH:12]=[CH:13][CH:14]=3)[C:9]2=[O:18])[CH2:3]1.C(OC(=O)C)=C, predict the reaction product. The product is: [OH:1][C@@H:2]1[CH2:7][CH2:6][CH2:5][C@H:4]([N:8]2[C:9](=[O:18])[C:10]3[C:15](=[CH:14][CH:13]=[CH:12][CH:11]=3)[C:16]2=[O:17])[CH2:3]1. (5) Given the reactants [F:1][C:2]1[CH:3]=[CH:4][C:5](B2OC(C)(C)C(C)(C)O2)=[C:6]2[C:10]=1[C@H:9]([O:11][C:12]1[CH:25]=[CH:24][C:15]3[C@H:16]([CH2:19][C:20]([O:22][CH3:23])=[O:21])[CH2:17][O:18][C:14]=3[CH:13]=1)[CH2:8][CH2:7]2.Br[C:36]1[C:49]([CH3:50])=[CH:48][C:39]([O:40][Si:41]([C:44]([CH3:47])([CH3:46])[CH3:45])([CH3:43])[CH3:42])=[CH:38][C:37]=1[CH3:51], predict the reaction product. The product is: [Si:41]([O:40][C:39]1[CH:48]=[C:49]([CH3:50])[C:36]([C:5]2[CH:4]=[CH:3][C:2]([F:1])=[C:10]3[C:6]=2[CH2:7][CH2:8][C@H:9]3[O:11][C:12]2[CH:25]=[CH:24][C:15]3[C@H:16]([CH2:19][C:20]([O:22][CH3:23])=[O:21])[CH2:17][O:18][C:14]=3[CH:13]=2)=[C:37]([CH3:51])[CH:38]=1)([C:44]([CH3:47])([CH3:46])[CH3:45])([CH3:43])[CH3:42]. (6) Given the reactants C[O:2][C:3](=O)[CH:4]=[CH:5][CH:6]=[CH:7][CH2:8][S:9][C:10]1[CH:19]=[CH:18][C:17]2[C:12](=[CH:13][CH:14]=[CH:15][CH:16]=2)[CH:11]=1.[NH2:21][OH:22].[OH-].[K+].CO, predict the reaction product. The product is: [OH:22][NH:21][C:3](=[O:2])[CH:4]=[CH:5][CH:6]=[CH:7][CH2:8][S:9][C:10]1[CH:19]=[CH:18][C:17]2[C:12](=[CH:13][CH:14]=[CH:15][CH:16]=2)[CH:11]=1. (7) Given the reactants [C:1]([N:4]1[C:13]2[C:8](=[CH:9][C:10]([C:14]([O:16][CH2:17][CH3:18])=[O:15])=[CH:11][CH:12]=2)[C@H:7]([NH2:19])[C@@H:6]([CH3:20])[C@@H:5]1[CH:21]1[CH2:23][CH2:22]1)(=[O:3])[CH3:2].Br[C:25]1[CH:30]=[CH:29][CH:28]=[CH:27][N:26]=1.CC(C)([O-])C.[Na+], predict the reaction product. The product is: [C:1]([N:4]1[C:13]2[C:8](=[CH:9][C:10]([C:14]([O:16][CH2:17][CH3:18])=[O:15])=[CH:11][CH:12]=2)[C@H:7]([NH:19][C:25]2[CH:30]=[CH:29][CH:28]=[CH:27][N:26]=2)[C@@H:6]([CH3:20])[C@@H:5]1[CH:21]1[CH2:22][CH2:23]1)(=[O:3])[CH3:2].